Dataset: Peptide-MHC class II binding affinity with 134,281 pairs from IEDB. Task: Regression. Given a peptide amino acid sequence and an MHC pseudo amino acid sequence, predict their binding affinity value. This is MHC class II binding data. (1) The peptide sequence is KYMVIQGEPGRVIRG. The MHC is DRB1_0401 with pseudo-sequence DRB1_0401. The binding affinity (normalized) is 0.495. (2) The peptide sequence is YDKFLANVSSVLTGK. The MHC is DRB1_1001 with pseudo-sequence DRB1_1001. The binding affinity (normalized) is 0.750. (3) The peptide sequence is AGFFLLTRILTIPQS. The MHC is DRB1_1501 with pseudo-sequence DRB1_1501. The binding affinity (normalized) is 0.434. (4) The peptide sequence is LHLYSHPIILGFRKI. The MHC is DRB1_0802 with pseudo-sequence DRB1_0802. The binding affinity (normalized) is 0.382. (5) The peptide sequence is DFALIVNAPNHEGIQ. The MHC is DRB1_0901 with pseudo-sequence DRB1_0901. The binding affinity (normalized) is 0.391.